Dataset: PAMPA (Parallel Artificial Membrane Permeability Assay) permeability data from NCATS. Task: Regression/Classification. Given a drug SMILES string, predict its absorption, distribution, metabolism, or excretion properties. Task type varies by dataset: regression for continuous measurements (e.g., permeability, clearance, half-life) or binary classification for categorical outcomes (e.g., BBB penetration, CYP inhibition). Dataset: pampa_ncats. The molecule is CC(=O)NC1=CC=C(C=C1)OCC2=CN(N=N2)CC(=O)C3=CC=C(C=C3)O. The result is 0 (low-to-moderate permeability).